Dataset: Peptide-MHC class I binding affinity with 185,985 pairs from IEDB/IMGT. Task: Regression. Given a peptide amino acid sequence and an MHC pseudo amino acid sequence, predict their binding affinity value. This is MHC class I binding data. (1) The peptide sequence is IHAEFQASL. The MHC is HLA-B27:03 with pseudo-sequence HLA-B27:03. The binding affinity (normalized) is 0.0847. (2) The peptide sequence is RTFSFQLI. The MHC is H-2-Ld with pseudo-sequence H-2-Ld. The binding affinity (normalized) is 0. (3) The peptide sequence is VALMLQGNK. The MHC is HLA-A03:01 with pseudo-sequence HLA-A03:01. The binding affinity (normalized) is 0.499. (4) The peptide sequence is IMAAILAYT. The MHC is HLA-A02:03 with pseudo-sequence HLA-A02:03. The binding affinity (normalized) is 0.848. (5) The peptide sequence is IMYDHLPGF. The MHC is HLA-A02:03 with pseudo-sequence HLA-A02:03. The binding affinity (normalized) is 0.0847.